From a dataset of Forward reaction prediction with 1.9M reactions from USPTO patents (1976-2016). Predict the product of the given reaction. (1) Given the reactants CO[C:3]([C:5]1[CH:6]=[C:7]2[C:11](=[CH:12][CH:13]=1)[NH:10][N:9]=[CH:8]2)=[O:4].[CH:14]1(Br)[CH2:18][CH2:17][CH2:16][CH2:15]1, predict the reaction product. The product is: [CH:14]1([N:10]2[C:11]3[C:7](=[CH:6][C:5]([CH2:3][OH:4])=[CH:13][CH:12]=3)[CH:8]=[N:9]2)[CH2:18][CH2:17][CH2:16][CH2:15]1. (2) The product is: [CH:1]1([C:7]([NH:10][C@@H:11]2[C@H:15]3[O:16][CH2:17][C@H:18]([NH:19][C:20](=[O:34])[C:21]4[CH:26]=[CH:25][CH:24]=[C:23]([O:27][C:28]5[CH:29]=[CH:30][CH:31]=[CH:32][CH:33]=5)[CH:22]=4)[C@H:14]3[O:13][CH2:12]2)=[O:8])[CH2:6][CH2:5][CH2:4][CH2:3][CH2:2]1. Given the reactants [CH:1]1([C:7](O)=[O:8])[CH2:6][CH2:5][CH2:4][CH2:3][CH2:2]1.[NH2:10][C@@H:11]1[C@H:15]2[O:16][CH2:17][C@H:18]([NH:19][C:20](=[O:34])[C:21]3[CH:26]=[CH:25][CH:24]=[C:23]([O:27][C:28]4[CH:33]=[CH:32][CH:31]=[CH:30][CH:29]=4)[CH:22]=3)[C@H:14]2[O:13][CH2:12]1, predict the reaction product. (3) Given the reactants [NH2:1][C:2]1[N:3]([CH2:18][C:19]2[CH:24]=[CH:23][CH:22]=[CH:21][N:20]=2)[C:4]2[C:9]([C:10](=[O:16])[C:11]=1[C:12]([NH:14][CH3:15])=[O:13])=[CH:8][CH:7]=[C:6]([Cl:17])[N:5]=2.[CH3:25][O:26][CH2:27][C:28]([CH3:32])([OH:31])[C:29]#[CH:30], predict the reaction product. The product is: [ClH:17].[NH2:1][C:2]1[N:3]([CH2:18][C:19]2[CH:24]=[CH:23][CH:22]=[CH:21][N:20]=2)[C:4]2[C:9]([C:10](=[O:16])[C:11]=1[C:12]([NH:14][CH3:15])=[O:13])=[CH:8][CH:7]=[C:6]([C:30]#[C:29][C:28]([OH:31])([CH3:32])[CH2:27][O:26][CH3:25])[N:5]=2. (4) Given the reactants [CH2:1]([C:3]1[C:4]([C:11]([O:13][CH2:14][C:15]2[CH:20]=[CH:19][CH:18]=[CH:17][CH:16]=2)=[O:12])=[C:5]([CH:9]=[O:10])[NH:6][C:7]=1I)[CH3:2].FC1C=CC(B(O)O)=CC=1.[CH3:31][C:32]1[CH:33]=[C:34](B(O)O)[CH:35]=[CH:36][CH:37]=1, predict the reaction product. The product is: [CH2:1]([C:3]1[C:4]([C:11]([O:13][CH2:14][C:15]2[CH:20]=[CH:19][CH:18]=[CH:17][CH:16]=2)=[O:12])=[C:5]([CH:9]=[O:10])[NH:6][C:7]=1[C:36]1[CH:35]=[CH:34][CH:33]=[C:32]([CH3:31])[CH:37]=1)[CH3:2].